The task is: Predict the product of the given reaction.. This data is from Forward reaction prediction with 1.9M reactions from USPTO patents (1976-2016). (1) Given the reactants [CH:1]12[CH2:7][CH:4]([CH:5]=[CH:6]1)[C:3]([C:8]([OH:10])=[O:9])=[C:2]2[C:11]([OH:13])=[O:12], predict the reaction product. The product is: [CH:1]12[CH2:7][CH:4]([CH2:5][CH2:6]1)[C:3]([C:8]([OH:10])=[O:9])=[C:2]2[C:11]([OH:13])=[O:12]. (2) Given the reactants C[O:2][C:3](=[O:6])[CH:4]=[CH2:5].C(N(CC)CC)C.[F:14][C:15]([F:29])([F:28])[C:16]1[N:21]=[CH:20][C:19]([N:22]2[CH2:27][CH2:26][NH:25][CH2:24][CH2:23]2)=[CH:18][CH:17]=1.[OH-].[Li+:31], predict the reaction product. The product is: [Li+:31].[F:29][C:15]([F:14])([F:28])[C:16]1[N:21]=[CH:20][C:19]([N:22]2[CH2:27][CH2:26][N:25]([CH2:5][CH2:4][C:3]([O-:2])=[O:6])[CH2:24][CH2:23]2)=[CH:18][CH:17]=1. (3) Given the reactants [Cl:1][C:2]1[CH:7]=[CH:6][CH:5]=[CH:4][C:3]=1[C:8]1[C:17]([CH2:18][NH2:19])=[CH:16][C:15]2[C:10](=[CH:11][C:12]([F:20])=[CH:13][CH:14]=2)[N:9]=1.Cl[C:22]1[N:30]=[CH:29][N:28]=[C:27]2[C:23]=1[NH:24][CH:25]=[N:26]2.CCN(C(C)C)C(C)C, predict the reaction product. The product is: [Cl:1][C:2]1[CH:7]=[CH:6][CH:5]=[CH:4][C:3]=1[C:8]1[C:17]([CH2:18][NH:19][C:22]2[N:30]=[CH:29][N:28]=[C:27]3[C:23]=2[N:24]=[CH:25][NH:26]3)=[CH:16][C:15]2[C:10](=[CH:11][C:12]([F:20])=[CH:13][CH:14]=2)[N:9]=1. (4) The product is: [CH3:15][C:16]1([CH3:24])[CH2:20][O:19][CH2:18][N:17]1[C:21]([N:1]1[C:5]2[CH:6]=[CH:7][C:8]([C:10]([OH:12])=[O:11])=[CH:9][C:4]=2[N:3]=[N:2]1)=[O:22]. Given the reactants [NH:1]1[C:5]2[CH:6]=[CH:7][C:8]([C:10]([OH:12])=[O:11])=[CH:9][C:4]=2[N:3]=[N:2]1.[H-].[Na+].[CH3:15][C:16]1([CH3:24])[CH2:20][O:19][CH2:18][N:17]1[C:21](Cl)=[O:22].O, predict the reaction product. (5) Given the reactants [CH2:1]([O:3][C@@H:4]([CH2:10][C:11]1[CH:16]=[CH:15][C:14]([O:17][CH2:18][C:19]2[N:20]=[C:21]([C:25]3[S:26][CH:27]=[CH:28][CH:29]=3)[O:22][C:23]=2[CH3:24])=[CH:13][CH:12]=1)[C:5]([O:7]CC)=[O:6])[CH3:2].[OH-].[Na+], predict the reaction product. The product is: [CH2:1]([O:3][C@@H:4]([CH2:10][C:11]1[CH:12]=[CH:13][C:14]([O:17][CH2:18][C:19]2[N:20]=[C:21]([C:25]3[S:26][CH:27]=[CH:28][CH:29]=3)[O:22][C:23]=2[CH3:24])=[CH:15][CH:16]=1)[C:5]([OH:7])=[O:6])[CH3:2]. (6) Given the reactants C(N(S(F)(F)[F:7])CC)C.[Cl:10][C:11]1[CH:12]=[N:13][C:14]2[C:19]([C:20]=1[CH:21](O)[CH2:22][CH2:23][C:24]1([C:41]([O:43][CH3:44])=[O:42])[CH2:29][CH2:28][N:27]([CH2:30][CH2:31][S:32][C:33]3[CH:38]=[C:37]([F:39])[CH:36]=[CH:35][C:34]=3[F:40])[CH2:26][CH2:25]1)=[CH:18][C:17]([O:46][CH3:47])=[CH:16][CH:15]=2.C(=O)([O-])O.[Na+], predict the reaction product. The product is: [Cl:10][C:11]1[CH:12]=[N:13][C:14]2[C:19]([C:20]=1[CH:21]([F:7])[CH2:22][CH2:23][C:24]1([C:41]([O:43][CH3:44])=[O:42])[CH2:25][CH2:26][N:27]([CH2:30][CH2:31][S:32][C:33]3[CH:38]=[C:37]([F:39])[CH:36]=[CH:35][C:34]=3[F:40])[CH2:28][CH2:29]1)=[CH:18][C:17]([O:46][CH3:47])=[CH:16][CH:15]=2.